From a dataset of Reaction yield outcomes from USPTO patents with 853,638 reactions. Predict the reaction yield, written as a fraction of the theoretical maximum amount of product (1.0 means a 100% yield; for example, 0.34 means a 34% yield). (1) The reactants are [Cl:1][C:2]1[CH:7]=[C:6]([Cl:8])[N:5]=[CH:4][N:3]=1.[Li+].[Cl-].C([Cu])#N.[O:14]1[CH:18]=[CH:17][CH:16]=[C:15]1[C:19](Cl)=[O:20]. The catalyst is C1COCC1. The product is [Cl:1][C:2]1[C:7]([C:19]([C:15]2[O:14][CH:18]=[CH:17][CH:16]=2)=[O:20])=[C:6]([Cl:8])[N:5]=[CH:4][N:3]=1. The yield is 0.710. (2) The reactants are [NH2:1][C:2]1[C:7]2=[C:8]([C:15]3[CH:16]=[CH:17][C:18]4[C:22]([CH:23]=3)=[N:21][N:20]([CH2:24][C:25]3[CH:30]=[CH:29][CH:28]=[CH:27][CH:26]=3)[CH:19]=4)[CH:9]=[C:10]([CH2:11][CH2:12][CH2:13]O)[N:6]2[N:5]=[CH:4][N:3]=1.C(Br)(Br)(Br)[Br:32].C1(P(C2C=CC=CC=2)C2C=CC=CC=2)C=CC=CC=1.CCOC(C)=O. The catalyst is C1COCC1. The product is [CH2:24]([N:20]1[CH:19]=[C:18]2[C:22]([CH:23]=[C:15]([C:8]3[CH:9]=[C:10]([CH2:11][CH2:12][CH2:13][Br:32])[N:6]4[C:7]=3[C:2]([NH2:1])=[N:3][CH:4]=[N:5]4)[CH:16]=[CH:17]2)=[N:21]1)[C:25]1[CH:30]=[CH:29][CH:28]=[CH:27][CH:26]=1. The yield is 0.624. (3) The reactants are C(OC(NC(=C[C:14]1[CH:15]=[C:16]2[C:21](=[CH:22][CH:23]=1)[N:20]=[C:19]([C:24]1[C:29]([Cl:30])=[CH:28][CH:27]=[CH:26][C:25]=1[Cl:31])[CH:18]=[CH:17]2)C([O-])=O)=O)(C)(C)C.F[C:33](F)(F)[C:34]([OH:36])=O.[C:39]([O-:42])(O)=[O:40].[Na+].[CH2:44](Cl)Cl. The catalyst is C1(OC)C=CC=CC=1. The product is [Cl:30][C:29]1[CH:28]=[CH:27][CH:26]=[C:25]([Cl:31])[C:24]=1[C:19]1[CH:18]=[CH:17][C:16]2[C:21](=[CH:22][CH:23]=[C:14]([CH:33]=[C:34]([OH:36])[C:39]([O:42][CH3:44])=[O:40])[CH:15]=2)[N:20]=1. The yield is 0.530.